From a dataset of Forward reaction prediction with 1.9M reactions from USPTO patents (1976-2016). Predict the product of the given reaction. (1) The product is: [CH2:1]([S:8][C:9]1[CH:10]=[C:11]([N:15]([CH3:18])[C:16]#[N:17])[CH:12]=[CH:13][CH:14]=1)[C:2]1[CH:3]=[CH:4][CH:5]=[CH:6][CH:7]=1. Given the reactants [CH2:1]([S:8][C:9]1[CH:10]=[C:11]([NH:15][C:16]#[N:17])[CH:12]=[CH:13][CH:14]=1)[C:2]1[CH:7]=[CH:6][CH:5]=[CH:4][CH:3]=1.[CH:18](N(C(C)C)CC)(C)C.CI, predict the reaction product. (2) Given the reactants [Li+].CC([N-]C(C)C)C.[CH3:9][C:10]1[C:11](=[O:16])[CH2:12][CH2:13][CH2:14][CH:15]=1.[CH2:17](Br)[CH:18]=[C:19]([CH3:21])[CH3:20].[NH4+].[Cl-], predict the reaction product. The product is: [CH3:9][C:10]1[C:11](=[O:16])[CH:12]([CH2:17][CH:18]=[C:19]([CH3:21])[CH3:20])[CH2:13][CH2:14][CH:15]=1. (3) Given the reactants C(O[C:6](=O)[NH:7][C@H:8]1[C@@:12]([C:14]2[CH:19]=[CH:18][C:17]([Cl:20])=[CH:16][CH:15]=2)([CH3:13])[CH2:11][N:10]([CH2:21][C:22]2[CH:27]=[CH:26][CH:25]=[CH:24][CH:23]=2)[CH2:9]1)(C)(C)C.CC(C)([O-])C.[K+].S(OC)(OC)(=O)=O.[OH-].[Na+].C(O)(C(F)(F)F)=O, predict the reaction product. The product is: [CH2:21]([N:10]1[CH2:11][C@:12]([C:14]2[CH:15]=[CH:16][C:17]([Cl:20])=[CH:18][CH:19]=2)([CH3:13])[C@H:8]([NH:7][CH3:6])[CH2:9]1)[C:22]1[CH:23]=[CH:24][CH:25]=[CH:26][CH:27]=1. (4) Given the reactants O1[C:5]2([CH2:10][CH2:9][N:8]([C:11]([O:13][CH:14]([CH3:16])[CH3:15])=[O:12])[CH2:7][CH2:6]2)[O:4]CC1.Cl, predict the reaction product. The product is: [CH:14]([O:13][C:11]([N:8]1[CH2:7][CH2:6][C:5](=[O:4])[CH2:10][CH2:9]1)=[O:12])([CH3:16])[CH3:15]. (5) Given the reactants Br[C:2]1[CH:7]=[CH:6][C:5]([C:8]2[N:14]([CH2:15][C@@H:16]3[CH2:20][CH2:19][N:18]([C:21]([CH:23]4[CH2:25][CH2:24]4)=[O:22])[CH2:17]3)[C:13](=[O:26])[C:10]3([CH2:12][CH2:11]3)[N:9]=2)=[CH:4][CH:3]=1.[OH:27][C:28]1[CH:33]=[CH:32][C:31](B(O)O)=[CH:30][CH:29]=1.C(=O)([O-])[O-].[Na+].[Na+], predict the reaction product. The product is: [CH:23]1([C:21]([N:18]2[CH2:19][CH2:20][C@@H:16]([CH2:15][N:14]3[C:13](=[O:26])[C:10]4([CH2:12][CH2:11]4)[N:9]=[C:8]3[C:5]3[CH:6]=[CH:7][C:2]([C:31]4[CH:32]=[CH:33][C:28]([OH:27])=[CH:29][CH:30]=4)=[CH:3][CH:4]=3)[CH2:17]2)=[O:22])[CH2:25][CH2:24]1.